From a dataset of Reaction yield outcomes from USPTO patents with 853,638 reactions. Predict the reaction yield, written as a fraction of the theoretical maximum amount of product (1.0 means a 100% yield; for example, 0.34 means a 34% yield). (1) The reactants are [CH:1]1([C@@H:7]([NH:9][C:10]([C:12]2[C:21]3[C:16](=[CH:17][CH:18]=[CH:19][CH:20]=3)[N:15]=[C:14]([C:22]3[CH:27]=[CH:26][CH:25]=[CH:24][CH:23]=3)[C:13]=2[CH2:28][N:29]2[CH2:34][CH2:33][N:32]([C:35](=[N:38][C:39]#[N:40])SC)[CH2:31][CH2:30]2)=[O:11])[CH3:8])[CH2:6][CH2:5][CH2:4][CH2:3][CH2:2]1.[NH:41]1[CH2:45][CH2:44][CH2:43][CH2:42]1. No catalyst specified. The product is [CH:1]1([C@@H:7]([NH:9][C:10]([C:12]2[C:21]3[C:16](=[CH:17][CH:18]=[CH:19][CH:20]=3)[N:15]=[C:14]([C:22]3[CH:27]=[CH:26][CH:25]=[CH:24][CH:23]=3)[C:13]=2[CH2:28][N:29]2[CH2:34][CH2:33][N:32]([C:35](=[N:38][C:39]#[N:40])[N:41]3[CH2:45][CH2:44][CH2:43][CH2:42]3)[CH2:31][CH2:30]2)=[O:11])[CH3:8])[CH2:6][CH2:5][CH2:4][CH2:3][CH2:2]1. The yield is 0.750. (2) The catalyst is C(#N)C.O. The reactants are C[O:2][C:3]1[C:4]([CH3:38])=[C:5]([C:29]([O:36]C)=[C:30]([O:34][CH3:35])[C:31]=1[O:32][CH3:33])[CH2:6][C:7]1[CH:8]=[CH:9][C:10]([O:21][CH2:22][C:23]2[CH:28]=[CH:27][N:26]=[CH:25][CH:24]=2)=[C:11]([CH:20]=1)[C:12]([N:14]1[CH2:19][CH2:18][O:17][CH2:16][CH2:15]1)=[O:13].O=[N+]([O-])[O-].[O-][N+](=O)[O-].[O-][N+](=O)[O-].[O-][N+](=O)[O-].[O-][N+](=O)[O-].[O-][N+](=O)[O-].[Ce+4].[NH4+].[NH4+]. The product is [CH3:33][O:32][C:31]1[C:3](=[O:2])[C:4]([CH3:38])=[C:5]([CH2:6][C:7]2[CH:8]=[CH:9][C:10]([O:21][CH2:22][C:23]3[CH:28]=[CH:27][N:26]=[CH:25][CH:24]=3)=[C:11]([CH:20]=2)[C:12]([N:14]2[CH2:19][CH2:18][O:17][CH2:16][CH2:15]2)=[O:13])[C:29](=[O:36])[C:30]=1[O:34][CH3:35]. The yield is 0.620. (3) The reactants are [CH2:1]([O:8][C:9](=[O:35])[NH:10][C@H:11]([C:16]([N:18]1[CH2:22][CH2:21][C@H:20]2[N:23]([C:27](=[O:34])[C:28]3[CH:33]=[CH:32][CH:31]=[CH:30][CH:29]=3)[CH2:24][C@H:25]([OH:26])[C@@H:19]12)=[O:17])[CH2:12][CH:13]([CH3:15])[CH3:14])[C:2]1[CH:7]=[CH:6][CH:5]=[CH:4][CH:3]=1.CC(OI1(OC(C)=O)(OC(C)=O)OC(=O)C2C=CC=CC1=2)=O. The catalyst is ClCCl. The product is [CH2:1]([O:8][C:9](=[O:35])[NH:10][C@H:11]([C:16]([N:18]1[CH2:22][CH2:21][C@H:20]2[N:23]([C:27](=[O:34])[C:28]3[CH:29]=[CH:30][CH:31]=[CH:32][CH:33]=3)[CH2:24][C:25](=[O:26])[C@@H:19]12)=[O:17])[CH2:12][CH:13]([CH3:15])[CH3:14])[C:2]1[CH:7]=[CH:6][CH:5]=[CH:4][CH:3]=1. The yield is 0.580. (4) The reactants are [CH2:1]1[C:5]2([CH2:10][CH2:9][N:8]([C:11]([O:13][C:14]([CH3:17])([CH3:16])[CH3:15])=[O:12])[CH2:7][CH2:6]2)[CH2:4][CH:3]([C:18]([O:20][CH2:21][CH3:22])=[O:19])[NH:2]1.CN(C(ON1N=NC2C=CC=NC1=2)=[N+](C)C)C.F[P-](F)(F)(F)(F)F.[CH3:47][O:48][C:49]([NH:51][C@H:52]([C:56](O)=[O:57])[CH:53]([CH3:55])[CH3:54])=[O:50].CCN(C(C)C)C(C)C. The catalyst is C(Cl)Cl. The product is [CH3:47][O:48][C:49]([NH:51][C@H:52]([C:56]([N:2]1[CH:3]([C:18]([O:20][CH2:21][CH3:22])=[O:19])[CH2:4][C:5]2([CH2:6][CH2:7][N:8]([C:11]([O:13][C:14]([CH3:17])([CH3:16])[CH3:15])=[O:12])[CH2:9][CH2:10]2)[CH2:1]1)=[O:57])[CH:53]([CH3:54])[CH3:55])=[O:50]. The yield is 0.550.